The task is: Predict the product of the given reaction.. This data is from Forward reaction prediction with 1.9M reactions from USPTO patents (1976-2016). Given the reactants [C:1]([OH:5])(=[O:4])[CH2:2][OH:3].[CH2:6](I)[CH2:7][CH2:8][CH2:9][CH2:10][CH3:11].C1CCN2C(=NCCC2)CC1, predict the reaction product. The product is: [OH:3][CH2:2][C:1]([O:5][CH2:6][CH2:7][CH2:8][CH2:9][CH2:10][CH3:11])=[O:4].